Task: Predict the reaction yield, written as a fraction of the theoretical maximum amount of product (1.0 means a 100% yield; for example, 0.34 means a 34% yield).. Dataset: Reaction yield outcomes from USPTO patents with 853,638 reactions (1) The reactants are [CH3:1][O:2][C:3]([C:5]1([C:8]2[CH:13]=[C:12](I)[C:11]([O:15][CH2:16][C:17]([CH3:19])=[CH2:18])=[C:10](I)[CH:9]=2)[CH2:7][CH2:6]1)=[O:4].CCCC[SnH](CCCC)CCCC.CC(N=NC(C#N)(C)C)(C#N)C. The catalyst is C1(C)C=CC=CC=1. The product is [CH3:1][O:2][C:3]([C:5]1([C:8]2[CH:13]=[CH:12][C:11]3[O:15][CH2:16][C:17]([CH3:19])([CH3:18])[C:10]=3[CH:9]=2)[CH2:7][CH2:6]1)=[O:4]. The yield is 0.620. (2) The reactants are [CH2:1]([NH:5][C:6](=[O:17])[C@@H:7]([NH:9][C:10](=[O:16])[O:11][C:12]([CH3:15])([CH3:14])[CH3:13])[CH3:8])[CH2:2][CH:3]=[CH2:4].[CH2:18]([NH:22][C:23](=[O:36])[C@@H:24]([NH:28][C:29](=[O:35])[O:30][C:31]([CH3:34])([CH3:33])[CH3:32])[CH:25]([CH3:27])[CH3:26])[CH2:19]C=C.C(OCC)=C. The catalyst is C1COCC1. The product is [C:12]([O:11][C:10](=[O:16])[NH:9][C@@H:7]([CH3:8])[C:6](=[O:17])[NH:5][CH2:1][CH2:2][CH:3]=[CH:4][CH2:19][CH2:18][NH:22][C:23](=[O:36])[C@H:24]([CH:25]([CH3:27])[CH3:26])[NH:28][C:29](=[O:35])[O:30][C:31]([CH3:32])([CH3:33])[CH3:34])([CH3:15])([CH3:14])[CH3:13]. The yield is 0.600.